The task is: Predict the reactants needed to synthesize the given product.. This data is from Full USPTO retrosynthesis dataset with 1.9M reactions from patents (1976-2016). (1) Given the product [CH3:1][O:2][C:3]([C:5]1([NH:12][C:13]([C:14]2[CH:15]=[C:16]([C:28]3[C:27]([F:26])=[CH:32][C:31]([O:33][CH3:34])=[CH:30][C:29]=3[F:35])[C:17]([C:20]([F:23])([F:22])[F:21])=[CH:18][CH:19]=2)=[O:25])[CH2:10][CH2:9][CH:8]([CH3:11])[CH2:7][CH2:6]1)=[O:4], predict the reactants needed to synthesize it. The reactants are: [CH3:1][O:2][C:3]([C:5]1([NH:12][C:13](=[O:25])[C:14]2[CH:19]=[CH:18][C:17]([C:20]([F:23])([F:22])[F:21])=[C:16](Br)[CH:15]=2)[CH2:10][CH2:9][CH:8]([CH3:11])[CH2:7][CH2:6]1)=[O:4].[F:26][C:27]1[CH:32]=[C:31]([O:33][CH3:34])[CH:30]=[C:29]([F:35])[C:28]=1B(O)O.C1(P(C2CCCCC2)C2C=CC=CC=2OC2C=CC=CC=2P(C2CCCCC2)C2CCCCC2)CCCCC1.[O-]P([O-])([O-])=O.[K+].[K+].[K+].O=O. (2) Given the product [F:10][C:6]([C:5]([F:13])([F:12])[C:4]([F:15])([F:14])[F:3])=[CH:7][CH2:8][NH:2][CH3:1], predict the reactants needed to synthesize it. The reactants are: [CH3:1][NH2:2].[F:3][C:4]([F:15])([F:14])[C:5]([F:13])([F:12])[C:6](F)([F:10])[CH2:7][CH2:8]I.